This data is from Forward reaction prediction with 1.9M reactions from USPTO patents (1976-2016). The task is: Predict the product of the given reaction. (1) Given the reactants C1(P(C2C=CC=CC=2)C2C=CC=CC=2)C=CC=CC=1.BrN1C(=O)CCC1=O.[CH:28]1(/[CH:33]=[C:34](\[C:38]2[CH:43]=[CH:42][C:41]([N:44]3[C:48]([CH3:49])=[N:47][N:46]=[N:45]3)=[C:40]([C:50]([F:53])([F:52])[F:51])[CH:39]=2)/[C:35]([OH:37])=O)[CH2:32][CH2:31][CH2:30][CH2:29]1.[NH2:54][C:55]1[S:56][CH:57]=[CH:58][N:59]=1, predict the reaction product. The product is: [CH:28]1(/[CH:33]=[C:34](\[C:38]2[CH:43]=[CH:42][C:41]([N:44]3[C:48]([CH3:49])=[N:47][N:46]=[N:45]3)=[C:40]([C:50]([F:52])([F:51])[F:53])[CH:39]=2)/[C:35]([NH:54][C:55]2[S:56][CH:57]=[CH:58][N:59]=2)=[O:37])[CH2:32][CH2:31][CH2:30][CH2:29]1. (2) Given the reactants [C:1](Cl)(=[O:5])[O:2][CH2:3][CH3:4].[Br-:7].[NH2:8][C:9]1[CH:14]=[CH:13][C:12]([C:15](=[O:42])[CH2:16][N+:17]23[CH2:24][CH2:23][CH:20]([CH2:21][CH2:22]2)[C@@H:19]([O:25][C:26](=[O:41])[C@@H:27]([C:35]2[CH:40]=[CH:39][CH:38]=[CH:37][CH:36]=2)[NH:28][C:29]2[CH:34]=[CH:33][CH:32]=[CH:31][CH:30]=2)[CH2:18]3)=[CH:11][CH:10]=1, predict the reaction product. The product is: [Br-:7].[CH2:3]([O:2][C:1]([NH:8][C:9]1[CH:14]=[CH:13][C:12]([C:15](=[O:42])[CH2:16][N+:17]23[CH2:22][CH2:21][CH:20]([CH2:23][CH2:24]2)[C@@H:19]([O:25][C:26](=[O:41])[C@@H:27]([C:35]2[CH:36]=[CH:37][CH:38]=[CH:39][CH:40]=2)[NH:28][C:29]2[CH:30]=[CH:31][CH:32]=[CH:33][CH:34]=2)[CH2:18]3)=[CH:11][CH:10]=1)=[O:5])[CH3:4]. (3) The product is: [C:13]([O:17][C:18](=[O:22])[CH2:19][CH2:20][NH:21][CH2:10][C:9]([O:8][CH2:1][C:2]1[CH:7]=[CH:6][CH:5]=[CH:4][CH:3]=1)=[O:12])([CH3:16])([CH3:15])[CH3:14]. Given the reactants [CH2:1]([O:8][C:9](=[O:12])[CH2:10]Br)[C:2]1[CH:7]=[CH:6][CH:5]=[CH:4][CH:3]=1.[C:13]([O:17][C:18](=[O:22])[CH2:19][CH2:20][NH2:21])([CH3:16])([CH3:15])[CH3:14], predict the reaction product. (4) Given the reactants C([O:3][C:4]([C:6]1[O:7][C:8]([C:11]2[CH:16]=[CH:15][C:14]([F:17])=[CH:13][CH:12]=2)=[CH:9][N:10]=1)=[O:5])C.O[Li].O.[CH2:21]1COC[CH2:22]1.O, predict the reaction product. The product is: [CH2:21]([NH+:10]([CH2:6][CH3:4])[CH2:9][CH3:8])[CH3:22].[F:17][C:14]1[CH:13]=[CH:12][C:11]([C:8]2[O:7][C:6]([C:4]([O-:5])=[O:3])=[N:10][CH:9]=2)=[CH:16][CH:15]=1. (5) The product is: [C:1]([C:3]1[CH:8]=[CH:7][C:6]([CH:9]=[CH:10][C:11]([NH2:45])=[O:13])=[C:5]([O:16][CH2:17][CH2:18][NH:19][C:20](=[O:41])[C:21]2[CH:26]=[CH:25][C:24]([O:27][CH:28]3[CH2:33][CH2:32][N:31]([C:34]([O:36][C:37]([CH3:39])([CH3:40])[CH3:38])=[O:35])[CH2:30][CH2:29]3)=[CH:23][CH:22]=2)[CH:4]=1)#[N:2]. Given the reactants [C:1]([C:3]1[CH:8]=[CH:7][C:6]([CH:9]=[CH:10][C:11]([O:13]CC)=O)=[C:5]([O:16][CH2:17][CH2:18][NH:19][C:20](=[O:41])[C:21]2[CH:26]=[CH:25][C:24]([O:27][CH:28]3[CH2:33][CH2:32][N:31]([C:34]([O:36][C:37]([CH3:40])([CH3:39])[CH3:38])=[O:35])[CH2:30][CH2:29]3)=[CH:23][CH:22]=2)[CH:4]=1)#[N:2].[OH-].[Na+].O[N:45]1C2C=CC=CC=2N=N1.C(=O)([O-])N.[NH4+].C(N(CC)CC)C.Cl.CN(C)CCCN=C=NCC, predict the reaction product. (6) Given the reactants Br[C:2]1[S:6][C:5]([S:7]([C:10]2[C:21]([O:22][CH3:23])=[CH:20][C:13]3[CH2:14][CH2:15][N:16]([CH3:19])[CH2:17][CH2:18][C:12]=3[CH:11]=2)(=[O:9])=[O:8])=[CH:4][CH:3]=1.[Cl:24][C:25]1[CH:30]=[CH:29][C:28]([OH:31])=[CH:27][CH:26]=1.C(=O)([O-])[O-].[K+].[K+], predict the reaction product. The product is: [Cl:24][C:25]1[CH:30]=[CH:29][C:28]([O:31][C:2]2[S:6][C:5]([S:7]([C:10]3[C:21]([O:22][CH3:23])=[CH:20][C:13]4[CH2:14][CH2:15][N:16]([CH3:19])[CH2:17][CH2:18][C:12]=4[CH:11]=3)(=[O:9])=[O:8])=[CH:4][CH:3]=2)=[CH:27][CH:26]=1. (7) Given the reactants [Cl:1][C:2]1[CH:3]=[C:4]([CH:28]=[CH:29][C:30]=1[C:31]#[N:32])[O:5][CH2:6][C:7]1[S:11][C:10]([C:12]2[CH:17]=[CH:16][C:15]([C:18]([F:21])([F:20])[F:19])=[CH:14][CH:13]=2)=[N:9][C:8]=1[CH2:22][O:23]S(C)(=O)=O.[H-].[Na+].O.O[CH2:37][CH2:38][N:39]1[CH2:44][CH2:43][O:42][CH2:41][CH2:40]1, predict the reaction product. The product is: [Cl:1][C:2]1[CH:3]=[C:4]([O:5][CH2:6][C:7]2[S:11][C:10]([C:12]3[CH:13]=[CH:14][C:15]([C:18]([F:20])([F:21])[F:19])=[CH:16][CH:17]=3)=[N:9][C:8]=2[CH2:22][O:23][CH2:37][CH2:38][N:39]2[CH2:44][CH2:43][O:42][CH2:41][CH2:40]2)[CH:28]=[CH:29][C:30]=1[C:31]#[N:32]. (8) Given the reactants [F:1][C:2]1[C:3]([C:14]2([C:17]([OH:19])=[O:18])[CH2:16][O:15]2)=[C:4]2[C:9](=[CH:10][CH:11]=1)[N:8]=[CH:7][C:6]([O:12]C)=[N:5]2.[OH-].[Li+], predict the reaction product. The product is: [F:1][C:2]1[CH:11]=[CH:10][C:9]2[N:8]=[CH:7][C:6](=[O:12])[N:5]3[CH2:16][C:14]([OH:15])([C:17]([OH:19])=[O:18])[C:3]=1[C:4]=23. (9) Given the reactants [Cl:1][C:2]1[CH:10]=[C:9]2[C:5]([C:6]([C:11]3[N:16]=[C:15]4[C:17]([C:20](O)=[O:21])=[CH:18][NH:19][C:14]4=[N:13][CH:12]=3)=[N:7][NH:8]2)=[CH:4][CH:3]=1.[NH2:23][C:24]([CH3:28])([CH3:27])[CH2:25][OH:26].CCN=C=NCCCN(C)C.C1C=CC2N(O)N=NC=2C=1.CCN(C(C)C)C(C)C, predict the reaction product. The product is: [Cl:1][C:2]1[CH:10]=[C:9]2[C:5]([C:6]([C:11]3[N:16]=[C:15]4[C:17]([C:20]([NH:23][C:24]([CH3:28])([CH3:27])[CH2:25][OH:26])=[O:21])=[CH:18][NH:19][C:14]4=[N:13][CH:12]=3)=[N:7][NH:8]2)=[CH:4][CH:3]=1.